Dataset: Full USPTO retrosynthesis dataset with 1.9M reactions from patents (1976-2016). Task: Predict the reactants needed to synthesize the given product. (1) Given the product [CH2:16]([CH:15]([N:9]1[C:7]2[N:8]=[C:3]([S:2][CH3:1])[N:4]=[CH:5][C:6]=2[CH:12]=[CH:11][C:10]1=[O:13])[CH2:18][CH3:19])[CH3:17], predict the reactants needed to synthesize it. The reactants are: [CH3:1][S:2][C:3]1[N:4]=[CH:5][C:6]2[CH:12]=[CH:11][C:10](=[O:13])[NH:9][C:7]=2[N:8]=1.Br[CH:15]([CH2:18][CH3:19])[CH2:16][CH3:17]. (2) Given the product [Br:1][C:2]1[CH:7]=[CH:6][C:5]([CH:8]2[C:9]3([C:10](=[O:20])[C:11]([CH2:18][CH3:19])([CH3:17])[O:12][C:13]3([CH2:15][CH3:16])[CH3:14])[O:23]2)=[C:4]([CH2:21][CH3:22])[CH:3]=1, predict the reactants needed to synthesize it. The reactants are: [Br:1][C:2]1[CH:7]=[CH:6][C:5]([CH:8]=[C:9]2[C:13]([CH2:15][CH3:16])([CH3:14])[O:12][C:11]([CH2:18][CH3:19])([CH3:17])[C:10]2=[O:20])=[C:4]([CH2:21][CH3:22])[CH:3]=1.[OH:23]O.[OH-].[Na+]. (3) Given the product [CH2:7]([N:14]([CH3:20])[CH2:15][CH2:16][C@@H:17]([OH:18])[CH2:19][N:1]1[CH2:6][CH2:5][O:4][CH2:3][CH2:2]1)[C:8]1[CH:13]=[CH:12][CH:11]=[CH:10][CH:9]=1, predict the reactants needed to synthesize it. The reactants are: [NH:1]1[CH2:6][CH2:5][O:4][CH2:3][CH2:2]1.[CH2:7]([N:14]([CH3:20])[CH2:15][CH2:16][C@@H:17]1[CH2:19][O:18]1)[C:8]1[CH:13]=[CH:12][CH:11]=[CH:10][CH:9]=1. (4) Given the product [CH3:13][O:14][C:15]1[CH:22]=[CH:21][CH:20]=[CH:19][C:16]=1[CH2:17][NH:18][C:2]1[CH:11]=[CH:10][C:9]2[C:4](=[CH:5][CH:6]=[C:7]([NH:23][CH2:24][CH2:25][N:26]3[CH2:31][CH2:30][O:29][CH2:28][CH2:27]3)[CH:8]=2)[N:3]=1, predict the reactants needed to synthesize it. The reactants are: Cl[C:2]1[CH:11]=[CH:10][C:9]2[C:4](=[CH:5][CH:6]=[C:7](Cl)[CH:8]=2)[N:3]=1.[CH3:13][O:14][C:15]1[CH:22]=[CH:21][CH:20]=[CH:19][C:16]=1[CH2:17][NH2:18].[NH2:23][CH2:24][CH2:25][N:26]1[CH2:31][CH2:30][O:29][CH2:28][CH2:27]1. (5) Given the product [Cl:40][C:23]1[S:22][C:21]([C:18]2[CH:19]=[CH:20][C:15]([C:12]3[CH:13]=[CH:14][C:9]([C:6]4([C:4]([OH:5])=[O:3])[CH2:8][CH2:7]4)=[CH:10][CH:11]=3)=[CH:16][CH:17]=2)=[C:25]([NH:26][C:27]([O:29][C@@H:30]([C:32]2[CH:37]=[CH:36][C:35]([F:38])=[CH:34][C:33]=2[F:39])[CH3:31])=[O:28])[CH:24]=1, predict the reactants needed to synthesize it. The reactants are: C([O:3][C:4]([C:6]1([C:9]2[CH:14]=[CH:13][C:12]([C:15]3[CH:20]=[CH:19][C:18]([C:21]4[S:22][C:23]([Cl:40])=[CH:24][C:25]=4[NH:26][C:27]([O:29][C@@H:30]([C:32]4[CH:37]=[CH:36][C:35]([F:38])=[CH:34][C:33]=4[F:39])[CH3:31])=[O:28])=[CH:17][CH:16]=3)=[CH:11][CH:10]=2)[CH2:8][CH2:7]1)=[O:5])C.[OH-].[Na+].C(OCC)(=O)C. (6) Given the product [C:23]1([S:20]([C:4]([CH:6]2[CH2:18][CH2:17][C:16]3[C:15]4[C:10](=[CH:11][CH:12]=[C:13]([Cl:19])[CH:14]=4)[NH:9][C:8]=3[CH2:7]2)([CH3:5])[C:3]([OH:29])=[O:2])(=[O:22])=[O:21])[CH:24]=[CH:25][CH:26]=[CH:27][CH:28]=1, predict the reactants needed to synthesize it. The reactants are: C[O:2][C:3](=[O:29])[C:4]([S:20]([C:23]1[CH:28]=[CH:27][CH:26]=[CH:25][CH:24]=1)(=[O:22])=[O:21])([CH:6]1[CH2:18][CH2:17][C:16]2[C:15]3[C:10](=[CH:11][CH:12]=[C:13]([Cl:19])[CH:14]=3)[NH:9][C:8]=2[CH2:7]1)[CH3:5].[OH-].[Na+].[NH4+].[Cl-]. (7) Given the product [CH2:14]([N:11]1[C:12]2[C:8](=[CH:7][CH:6]=[C:5]([C:3]([O:2][CH3:1])=[O:4])[CH:13]=2)[C:9]([C:16]2[O:17][CH:21]=[CH:22][N:18]=2)=[CH:10]1)[CH3:15], predict the reactants needed to synthesize it. The reactants are: [CH3:1][O:2][C:3]([C:5]1[CH:13]=[C:12]2[C:8]([C:9]([C:16]([NH2:18])=[O:17])=[CH:10][N:11]2[CH2:14][CH3:15])=[CH:7][CH:6]=1)=[O:4].CO[CH:21](OC)[CH2:22]Br.